Dataset: Full USPTO retrosynthesis dataset with 1.9M reactions from patents (1976-2016). Task: Predict the reactants needed to synthesize the given product. Given the product [CH2:1]([O:3][C:4]([C:6]1[CH:11]=[CH:10][N:9]2[N:12]=[CH:13][C:14]([C:21]3[CH:20]=[CH:19][CH:18]=[C:17]([Cl:16])[CH:22]=3)=[C:8]2[N:7]=1)=[O:5])[CH3:2], predict the reactants needed to synthesize it. The reactants are: [CH2:1]([O:3][C:4]([C:6]1[CH:11]=[CH:10][N:9]2[N:12]=[CH:13][C:14](Br)=[C:8]2[N:7]=1)=[O:5])[CH3:2].[Cl:16][C:17]1[CH:18]=[C:19](OB(O)O)[CH:20]=[CH:21][CH:22]=1.P([O-])([O-])([O-])=O.[Ca+2].P([O-])([O-])([O-])=O.[Ca+2].[Ca+2].O1CCOCC1.